This data is from Full USPTO retrosynthesis dataset with 1.9M reactions from patents (1976-2016). The task is: Predict the reactants needed to synthesize the given product. (1) Given the product [CH2:20]([O:22][C:23]([C:25]1[C:26](=[O:45])[C:27]2[CH:32]=[N:31][C:30]([NH:18][C:15]3[CH:14]=[CH:13][C:12]([CH:9]4[CH2:8][CH2:7][N:6]([C:4](=[O:5])[CH2:3][N:2]([CH3:19])[CH3:1])[CH2:11][CH2:10]4)=[CH:17][CH:16]=3)=[N:29][C:28]=2[N:37]([CH:39]2[CH2:44][CH2:43][CH2:42][CH2:41][CH2:40]2)[CH:38]=1)=[O:24])[CH3:21], predict the reactants needed to synthesize it. The reactants are: [CH3:1][N:2]([CH3:19])[CH2:3][C:4]([N:6]1[CH2:11][CH2:10][CH:9]([C:12]2[CH:17]=[CH:16][C:15]([NH2:18])=[CH:14][CH:13]=2)[CH2:8][CH2:7]1)=[O:5].[CH2:20]([O:22][C:23]([C:25]1[C:26](=[O:45])[C:27]2[CH:32]=[N:31][C:30](S(C)(=O)=O)=[N:29][C:28]=2[N:37]([CH:39]2[CH2:44][CH2:43][CH2:42][CH2:41][CH2:40]2)[CH:38]=1)=[O:24])[CH3:21]. (2) Given the product [CH3:9][O:10][C:11]1[CH:12]=[C:13]([N:17]2[CH2:21][CH2:20][N:19]([C:26]3[CH:27]=[C:28]([CH3:30])[CH:29]=[C:24]([CH3:23])[CH:25]=3)[C:18]2=[O:22])[CH:14]=[CH:15][CH:16]=1, predict the reactants needed to synthesize it. The reactants are: [O-]P([O-])([O-])=O.[K+].[K+].[K+].[CH3:9][O:10][C:11]1[CH:12]=[C:13]([N:17]2[CH2:21][CH2:20][NH:19][C:18]2=[O:22])[CH:14]=[CH:15][CH:16]=1.[CH3:23][C:24]1[CH:25]=[C:26](I)[CH:27]=[C:28]([CH3:30])[CH:29]=1.CNCCNC. (3) Given the product [C:1]([O:5][C:6](=[O:21])[N:7]([C@H:9]1[CH2:14][CH2:13][C@H:12]([O:15][CH2:16][CH2:17][CH2:18][CH2:19][N:26]([CH2:25][CH:22]=[CH2:23])[CH3:27])[CH2:11][CH2:10]1)[CH3:8])([CH3:4])([CH3:3])[CH3:2], predict the reactants needed to synthesize it. The reactants are: [C:1]([O:5][C:6](=[O:21])[N:7]([C@H:9]1[CH2:14][CH2:13][C@H:12]([O:15][CH2:16][CH2:17][CH2:18][CH2:19]Br)[CH2:11][CH2:10]1)[CH3:8])([CH3:4])([CH3:3])[CH3:2].[CH2:22]([CH2:25][NH2:26])[CH:23]=C.[CH3:27]C(N(C)C)=O. (4) Given the product [NH2:21][C:20]1[C:3]2[C:4]([C:12]3[CH:17]=[CH:16][CH:15]=[C:14]([C:18]#[N:19])[CH:13]=3)=[N:5][C:6]([NH:8][CH:9]3[CH2:11][CH2:10]3)=[N:7][C:2]=2[S:22][C:23]=1[C:24]([NH2:26])=[O:25], predict the reactants needed to synthesize it. The reactants are: Cl[C:2]1[N:7]=[C:6]([NH:8][CH:9]2[CH2:11][CH2:10]2)[N:5]=[C:4]([C:12]2[CH:17]=[CH:16][CH:15]=[C:14]([C:18]#[N:19])[CH:13]=2)[C:3]=1[C:20]#[N:21].[SH:22][CH2:23][C:24]([NH2:26])=[O:25].C(=O)([O-])[O-].[Na+].[Na+].[O-]CC.[Na+]. (5) Given the product [CH3:13][C:8]1[N:7]=[C:6]([C:2]2[S:16][C:15]([NH2:17])=[N:14][C:3]=2[CH3:4])[CH:11]=[C:10]([CH3:12])[N:9]=1, predict the reactants needed to synthesize it. The reactants are: Br[CH:2]([C:6]1[CH:11]=[C:10]([CH3:12])[N:9]=[C:8]([CH3:13])[N:7]=1)[C:3](=O)[CH3:4].[NH2:14][C:15]([NH2:17])=[S:16]. (6) The reactants are: [C:1]([NH:4][C:5](=[CH2:16])[C:6]([O:8][CH2:9][C:10]1[CH:15]=[CH:14][CH:13]=[CH:12][CH:11]=1)=[O:7])(=[O:3])[CH3:2].CCN(CC)CC.Br[C:25]1[CH:31]=[CH:30][C:28]([NH2:29])=[C:27]([CH2:32][CH3:33])[CH:26]=1. Given the product [C:1]([NH:4]/[C:5](=[CH:16]/[C:25]1[CH:31]=[CH:30][C:28]([NH2:29])=[C:27]([CH2:32][CH3:33])[CH:26]=1)/[C:6]([O:8][CH2:9][C:10]1[CH:15]=[CH:14][CH:13]=[CH:12][CH:11]=1)=[O:7])(=[O:3])[CH3:2], predict the reactants needed to synthesize it. (7) Given the product [C:1]([O:5][C:6]([N:8]1[CH2:12][C@H:11]([O:13][Si:14]([C:17]([CH3:20])([CH3:19])[CH3:18])([CH3:15])[CH3:16])[CH2:10][C@@H:9]1[C:21](=[O:22])[NH:24][C:25]1[CH:35]=[CH:34][C:28]([C:29](=[O:30])[N:31]([CH3:32])[CH3:33])=[CH:27][C:26]=1[F:36])=[O:7])([CH3:3])([CH3:2])[CH3:4], predict the reactants needed to synthesize it. The reactants are: [C:1]([O:5][C:6]([N:8]1[CH2:12][C@H:11]([O:13][Si:14]([C:17]([CH3:20])([CH3:19])[CH3:18])([CH3:16])[CH3:15])[CH2:10][C@@H:9]1[C:21](O)=[O:22])=[O:7])([CH3:4])([CH3:3])[CH3:2].[NH2:24][C:25]1[CH:35]=[CH:34][C:28]([C:29]([N:31]([CH3:33])[CH3:32])=[O:30])=[CH:27][C:26]=1[F:36].CCOC1N(C(OCC)=O)C2C(=CC=CC=2)C=C1.C(N(CC)CC)C. (8) Given the product [ClH:36].[ClH:36].[ClH:36].[CH2:1]1[C:9]2[C:4](=[CH:5][C:6]([N:10]([CH:11]3[CH2:12][CH2:13][N:14]([CH2:17][C:18]4[CH:23]=[CH:22][N:21]=[C:20]([C:24]5[CH:29]=[C:28]([O:30][CH3:31])[C:27]([O:32][CH3:33])=[C:26]([O:34][CH3:35])[CH:25]=5)[CH:19]=4)[CH2:15][CH2:16]3)[CH2:37][C:38]3[CH:43]=[CH:42][N:41]=[C:40]([C:44]4[CH:49]=[C:48]([O:50][CH3:51])[C:47]([O:52][CH3:53])=[C:46]([O:54][CH3:55])[CH:45]=4)[CH:39]=3)=[CH:7][CH:8]=2)[CH2:3][CH2:2]1, predict the reactants needed to synthesize it. The reactants are: [CH2:1]1[C:9]2[C:4](=[CH:5][C:6]([NH:10][CH:11]3[CH2:16][CH2:15][N:14]([CH2:17][C:18]4[CH:23]=[CH:22][N:21]=[C:20]([C:24]5[CH:29]=[C:28]([O:30][CH3:31])[C:27]([O:32][CH3:33])=[C:26]([O:34][CH3:35])[CH:25]=5)[CH:19]=4)[CH2:13][CH2:12]3)=[CH:7][CH:8]=2)[CH2:3][CH2:2]1.[Cl:36][CH2:37][C:38]1[CH:43]=[CH:42][N:41]=[C:40]([C:44]2[CH:49]=[C:48]([O:50][CH3:51])[C:47]([O:52][CH3:53])=[C:46]([O:54][CH3:55])[CH:45]=2)[CH:39]=1. (9) Given the product [O:78]=[S:73]1(=[O:79])[CH2:77][CH2:76][CH2:75][N:74]1[C:2]1[N:3]=[C:4]([C:20]2[C:25]([CH3:26])=[CH:24][N:23]=[C:22]([NH:27][C:28](=[O:30])[CH3:29])[CH:21]=2)[O:5][C:6]=1[C:7]1[N:11]=[CH:10][N:9]([CH2:12][O:13][CH2:14][CH2:15][Si:16]([CH3:17])([CH3:19])[CH3:18])[N:8]=1, predict the reactants needed to synthesize it. The reactants are: I[C:2]1[N:3]=[C:4]([C:20]2[C:25]([CH3:26])=[CH:24][N:23]=[C:22]([NH:27][C:28](=[O:30])[CH3:29])[CH:21]=2)[O:5][C:6]=1[C:7]1[N:11]=[CH:10][N:9]([CH2:12][O:13][CH2:14][CH2:15][Si:16]([CH3:19])([CH3:18])[CH3:17])[N:8]=1.CC1(C)C2C(=C(P(C3C=CC=CC=3)C3C=CC=CC=3)C=CC=2)OC2C(P(C3C=CC=CC=3)C3C=CC=CC=3)=CC=CC1=2.[S:73]1(=[O:79])(=[O:78])[CH2:77][CH2:76][CH2:75][NH:74]1.C(=O)([O-])[O-].[Cs+].[Cs+].